This data is from Peptide-MHC class I binding affinity with 185,985 pairs from IEDB/IMGT. The task is: Regression. Given a peptide amino acid sequence and an MHC pseudo amino acid sequence, predict their binding affinity value. This is MHC class I binding data. (1) The peptide sequence is RLYEWQHVS. The MHC is HLA-B07:02 with pseudo-sequence HLA-B07:02. The binding affinity (normalized) is 0.0847. (2) The peptide sequence is YVYPDNLPR. The MHC is HLA-B08:01 with pseudo-sequence HLA-B08:01. The binding affinity (normalized) is 0.0847. (3) The peptide sequence is HPYVFCALL. The MHC is HLA-A02:16 with pseudo-sequence HLA-A02:16. The binding affinity (normalized) is 0.0847. (4) The MHC is Mamu-B17 with pseudo-sequence Mamu-B17. The peptide sequence is CMTEQGGESL. The binding affinity (normalized) is 0.215. (5) The peptide sequence is EPIVGAETF. The MHC is HLA-A01:01 with pseudo-sequence HLA-A01:01. The binding affinity (normalized) is 0.0847.